From a dataset of Catalyst prediction with 721,799 reactions and 888 catalyst types from USPTO. Predict which catalyst facilitates the given reaction. (1) Reactant: [CH3:1][CH:2]([CH:4]1[C:9](=[O:10])[NH:8][C:7](=[O:11])[NH:6][C:5]1=[O:12])[CH3:3].[Na].[C:14]([O:18][C:19]([NH:21][OH:22])=[O:20])([CH3:17])([CH3:16])[CH3:15].I([O-])(=O)(=O)=O.[Na+]. Product: [C:14]([O:18][C:19]([N:21]([OH:22])[C:4]1([CH:2]([CH3:1])[CH3:3])[C:5](=[O:12])[NH:6][C:7](=[O:11])[NH:8][C:9]1=[O:10])=[O:20])([CH3:17])([CH3:16])[CH3:15]. The catalyst class is: 8. (2) Reactant: Cl[CH2:2][C:3]1[CH:8]=[CH:7][C:6]([CH2:9][NH:10][C:11](=[O:13])[CH3:12])=[CH:5][CH:4]=1.Cl.Cl.[N:16]1[CH:21]=[CH:20][CH:19]=[N:18][C:17]=1[N:22]1[CH2:27][CH2:26][NH:25][CH2:24][CH2:23]1.C(=O)([O-])[O-].[K+].[K+].O. Product: [N:16]1[CH:21]=[CH:20][CH:19]=[N:18][C:17]=1[N:22]1[CH2:27][CH2:26][N:25]([CH2:2][C:3]2[CH:8]=[CH:7][C:6]([CH2:9][NH:10][C:11](=[O:13])[CH3:12])=[CH:5][CH:4]=2)[CH2:24][CH2:23]1. The catalyst class is: 9. (3) The catalyst class is: 28. Reactant: [H-].[H-].[H-].[H-].[Li+].[Al+3].[CH3:7][C:8]1[CH:9]=[C:10]([CH:14]=[CH:15][C:16]=1[C:17]1[CH:22]=[CH:21][CH:20]=[CH:19][CH:18]=1)[C:11](O)=[O:12].O.[OH-].[K+]. Product: [CH3:7][C:8]1[CH:9]=[C:10]([CH2:11][OH:12])[CH:14]=[CH:15][C:16]=1[C:17]1[CH:22]=[CH:21][CH:20]=[CH:19][CH:18]=1. (4) Reactant: [CH3:1][CH:2]1[NH:7][CH:6]([CH3:8])[CH2:5][N:4]([C:9]2[CH:16]=[CH:15][C:12]([CH:13]=[O:14])=[CH:11][CH:10]=2)[CH2:3]1.C([O-])([O-])=O.[K+].[K+].I[CH:24]([CH3:26])[CH3:25]. Product: [CH:24]([N:7]1[CH:2]([CH3:1])[CH2:3][N:4]([C:9]2[CH:16]=[CH:15][C:12]([CH:13]=[O:14])=[CH:11][CH:10]=2)[CH2:5][CH:6]1[CH3:8])([CH3:26])[CH3:25]. The catalyst class is: 23.